Dataset: Reaction yield outcomes from USPTO patents with 853,638 reactions. Task: Predict the reaction yield, written as a fraction of the theoretical maximum amount of product (1.0 means a 100% yield; for example, 0.34 means a 34% yield). (1) The reactants are [Br:1][C:2]1[CH:3]=[C:4]2[C:8](=[C:9]([C:11]([O:13]CC)=[O:12])[CH:10]=1)[NH:7][CH:6]=[C:5]2[CH:16]1[CH2:21][CH2:20][CH2:19][S:18](=[O:23])(=[O:22])[CH2:17]1.CO.[OH-].[Na+]. The yield is 0.920. The catalyst is O. The product is [Br:1][C:2]1[CH:3]=[C:4]2[C:8](=[C:9]([C:11]([OH:13])=[O:12])[CH:10]=1)[NH:7][CH:6]=[C:5]2[CH:16]1[CH2:21][CH2:20][CH2:19][S:18](=[O:22])(=[O:23])[CH2:17]1. (2) The reactants are CC(=CC)C.OP([O-])(O)=O.[Na+].Cl([O-])(=O)(=O)=[O:13].[Na+].[CH:18]1([CH2:21][O:22][C:23]2[CH:24]=[C:25]([C:29]3[C:37]4[C:32](=[CH:33][CH:34]=[C:35]([CH2:38][CH:39]=[O:40])[CH:36]=4)[N:31]([CH2:41][C:42]4[CH:47]=[CH:46][CH:45]=[C:44]([O:48][CH3:49])[CH:43]=4)[C:30]=3[C:50]([O:52][CH2:53][CH3:54])=[O:51])[CH:26]=[CH:27][CH:28]=2)[CH2:20][CH2:19]1. The catalyst is C(O)(C)(C)C.O.C(OCC)(=O)C. The product is [CH:18]1([CH2:21][O:22][C:23]2[CH:24]=[C:25]([C:29]3[C:37]4[C:32](=[CH:33][CH:34]=[C:35]([CH2:38][C:39]([OH:13])=[O:40])[CH:36]=4)[N:31]([CH2:41][C:42]4[CH:47]=[CH:46][CH:45]=[C:44]([O:48][CH3:49])[CH:43]=4)[C:30]=3[C:50]([O:52][CH2:53][CH3:54])=[O:51])[CH:26]=[CH:27][CH:28]=2)[CH2:20][CH2:19]1. The yield is 0.200. (3) The reactants are [CH2:1]([C:3]1[CH:24]=[CH:23][CH:22]=[C:21]([CH3:25])[C:4]=1[CH2:5][NH:6][C:7]1[C:8]2[N:9]([C:16]([CH3:20])=[C:17]([CH3:19])[N:18]=2)[CH:10]=[C:11]([C:13]([OH:15])=O)[N:12]=1)[CH3:2].F[B-](F)(F)F.[N:31]1(OC(N(C)C)=[N+](C)C)C2C=CC=CC=2N=N1.N. The catalyst is ClCCl. The product is [CH2:1]([C:3]1[CH:24]=[CH:23][CH:22]=[C:21]([CH3:25])[C:4]=1[CH2:5][NH:6][C:7]1[C:8]2[N:9]([C:16]([CH3:20])=[C:17]([CH3:19])[N:18]=2)[CH:10]=[C:11]([C:13]([NH2:31])=[O:15])[N:12]=1)[CH3:2]. The yield is 0.660.